Dataset: Forward reaction prediction with 1.9M reactions from USPTO patents (1976-2016). Task: Predict the product of the given reaction. (1) Given the reactants [CH3:1][C:2]1[C:10]2[C:9]([CH2:11][N:12]3[C:16]4[CH:17]=[CH:18][CH:19]=[CH:20][C:15]=4[NH:14][C:13]3=[O:21])=[CH:8][S:7][C:6]=2[CH:5]=[CH:4][CH:3]=1.[OH-].C([N+](C)(C)C)[C:24]1[CH:29]=[CH:28][CH:27]=[CH:26][CH:25]=1.C([O-])([O-])=[O:35].[K+].[K+].[CH3:40][C:41](N(C)C)=[O:42], predict the reaction product. The product is: [CH2:41]([O:42][C:24](=[O:35])[CH2:29][CH:28]([N:14]1[C:15]2[CH:20]=[CH:19][CH:18]=[CH:17][C:16]=2[N:12]([CH2:11][C:9]2[C:10]3[C:2]([CH3:1])=[CH:3][CH:4]=[CH:5][C:6]=3[S:7][CH:8]=2)[C:13]1=[O:21])[CH2:27][CH2:26][CH3:25])[CH3:40]. (2) The product is: [Cl:19][C:20]1[CH:25]=[CH:24][C:23](/[CH:26]=[CH:27]/[C:28]([N:30]2[CH2:31][CH2:32][CH:33]([C:36]([NH:47][NH:46][C:48]([O:50][C:51]([CH3:54])([CH3:53])[CH3:52])=[O:49])=[O:37])[CH2:34][CH2:35]2)=[O:29])=[C:22]([CH2:39][N:40]2[N:44]=[N:43][C:42]([CH3:45])=[N:41]2)[CH:21]=1. Given the reactants C(P1(=O)OP(CCC)(=O)OP(CCC)(=O)O1)CC.[Cl:19][C:20]1[CH:25]=[CH:24][C:23](/[CH:26]=[CH:27]/[C:28]([N:30]2[CH2:35][CH2:34][CH:33]([C:36](O)=[O:37])[CH2:32][CH2:31]2)=[O:29])=[C:22]([CH2:39][N:40]2[N:44]=[N:43][C:42]([CH3:45])=[N:41]2)[CH:21]=1.[NH:46]([C:48]([O:50][C:51]([CH3:54])([CH3:53])[CH3:52])=[O:49])[NH2:47].C(N(CC)CC)C, predict the reaction product. (3) Given the reactants FC(F)(F)C(O)=O.[CH3:8][O:9][C:10]([C@@H:12]1[CH2:45][C@@H:44]2[CH2:46][N:13]1[C:14](=[O:53])[C@H:15]([C:49]([CH3:52])([CH3:51])[CH3:50])[NH:16][C:17](=[O:48])[O:18][C@@H:19]1[CH2:47][C@H:20]1[CH2:21][CH2:22][CH2:23][CH2:24][CH2:25][C:26]1[C:27]([O:43]2)=[N:28][C:29]2[CH:30]=[CH:31][CH:32]=[CH:33][C:34]=2[C:35]=1[O:36][CH:37]1[CH2:42][CH2:41][NH:40][CH2:39][CH2:38]1)=[O:11].[I-].[K+].[CH3:56][O:57][CH2:58][CH2:59]Br, predict the reaction product. The product is: [CH3:8][O:9][C:10]([C@@H:12]1[CH2:45][C@@H:44]2[CH2:46][N:13]1[C:14](=[O:53])[C@H:15]([C:49]([CH3:50])([CH3:52])[CH3:51])[NH:16][C:17](=[O:48])[O:18][C@@H:19]1[CH2:47][C@H:20]1[CH2:21][CH2:22][CH2:23][CH2:24][CH2:25][C:26]1[C:27]([O:43]2)=[N:28][C:29]2[CH:30]=[CH:31][CH:32]=[CH:33][C:34]=2[C:35]=1[O:36][CH:37]1[CH2:38][CH2:39][N:40]([CH2:59][CH2:58][O:57][CH3:56])[CH2:41][CH2:42]1)=[O:11]. (4) Given the reactants Br[C:2]1[CH:3]=[C:4]([NH:8][C@H:9]([C:17]2[CH:22]=[CH:21][CH:20]=[CH:19][CH:18]=2)[CH2:10][NH:11][C:12](=[O:16])[CH2:13][O:14][CH3:15])[CH:5]=[N:6][CH:7]=1.[CH3:23][C:24]1[C:32]2[C:27](=[CH:28][CH:29]=[C:30](B3OC(C)(C)C(C)(C)O3)[CH:31]=2)[NH:26][N:25]=1.C([O-])([O-])=O.[K+].[K+], predict the reaction product. The product is: [CH3:15][O:14][CH2:13][C:12]([NH:11][CH2:10][C@H:9]([NH:8][C:4]1[CH:5]=[N:6][CH:7]=[C:2]([C:30]2[CH:31]=[C:32]3[C:27](=[CH:28][CH:29]=2)[NH:26][N:25]=[C:24]3[CH3:23])[CH:3]=1)[C:17]1[CH:22]=[CH:21][CH:20]=[CH:19][CH:18]=1)=[O:16]. (5) Given the reactants [CH:1]([C:3]1[CH:8]=[CH:7][C:6](B(O)O)=[CH:5][CH:4]=1)=[O:2].Br[C:13]1[S:21][C:20]2[C:15](=[N:16][CH:17]=[CH:18][C:19]=2[NH:22][C:23]2[CH:24]=[C:25]3[C:29](=[CH:30][CH:31]=2)[NH:28][C:27]([CH3:32])=[CH:26]3)[CH:14]=1, predict the reaction product. The product is: [CH3:32][C:27]1[NH:28][C:29]2[C:25]([CH:26]=1)=[CH:24][C:23]([NH:22][C:19]1[CH:18]=[CH:17][N:16]=[C:15]3[CH:14]=[C:13]([C:6]4[CH:7]=[CH:8][C:3]([CH:1]=[O:2])=[CH:4][CH:5]=4)[S:21][C:20]=13)=[CH:31][CH:30]=2. (6) Given the reactants [CH2:1]([C@:4]1([C:15]([O:17]C)=[O:16])[CH2:13][CH2:12][C:11]2[C:6](=[CH:7][C:8]([OH:14])=[CH:9][CH:10]=2)[O:5]1)[CH2:2][CH3:3].[CH2:19]([C:22]1[CH:27]=[C:26]([O:28][C:29]2[CH:34]=[CH:33][C:32]([CH2:35][CH:36]([CH3:38])[CH3:37])=[CH:31][CH:30]=2)[CH:25]=[CH:24][C:23]=1[OH:39])[CH2:20][CH3:21].Cl[C:41]1[CH:46]=C(OC2C=CC=CC=2)C=C[C:42]=1O, predict the reaction product. The product is: [CH2:19]([C:22]1[CH:27]=[C:26]([O:28][C:29]2[CH:30]=[CH:31][C:32]([CH2:35][CH:36]([CH3:38])[CH3:37])=[CH:33][CH:34]=2)[CH:25]=[CH:24][C:23]=1[O:39][CH2:42][CH2:41][CH2:46][O:14][C:8]1[CH:7]=[C:6]2[C:11]([CH2:12][CH2:13][C@:4]([CH2:1][CH2:2][CH3:3])([C:15]([OH:17])=[O:16])[O:5]2)=[CH:10][CH:9]=1)[CH2:20][CH3:21].